Task: Predict the reactants needed to synthesize the given product.. Dataset: Full USPTO retrosynthesis dataset with 1.9M reactions from patents (1976-2016) The reactants are: C([O:4][CH2:5][C@@H:6]1[C@@H:11]([O:12]C(=O)C)[C@H:10]([O:16]C(=O)C)[C@H:9]([O:20]C(=O)C)[C@@H:8]([CH2:24][C:25](=[O:60])[NH:26][C:27]2[CH:32]=[CH:31][C:30]([NH:33][C:34](=[O:59])[CH2:35][C@@H:36]3[C@@H:41]([O:42]C(=O)C)[C@@H:40]([O:46]C(=O)C)[C@H:39]([O:50]C(=O)C)[C@@H:38]([CH2:54][O:55]C(=O)C)[O:37]3)=[CH:29][CH:28]=2)[O:7]1)(=O)C.CO[Na].CC(O)=O. Given the product [OH:20][C@H:9]1[C@@H:10]([OH:16])[C@H:11]([OH:12])[C@@H:6]([CH2:5][OH:4])[O:7][C@@H:8]1[CH2:24][C:25]([NH:26][C:27]1[CH:32]=[CH:31][C:30]([NH:33][C:34](=[O:59])[CH2:35][C@@H:36]2[C@@H:41]([OH:42])[C@@H:40]([OH:46])[C@H:39]([OH:50])[C@@H:38]([CH2:54][OH:55])[O:37]2)=[CH:29][CH:28]=1)=[O:60], predict the reactants needed to synthesize it.